Task: Predict the reaction yield, written as a fraction of the theoretical maximum amount of product (1.0 means a 100% yield; for example, 0.34 means a 34% yield).. Dataset: Reaction yield outcomes from USPTO patents with 853,638 reactions (1) The reactants are Br[C:2]1[CH:10]=[CH:9][C:8]([Br:11])=[CH:7][C:3]=1[C:4]([OH:6])=[O:5].C1(C)C=CC=CC=1.[F:19][C:20]1[C:25]([F:26])=[C:24]([O:27][CH3:28])[CH:23]=[CH:22][C:21]=1[OH:29].C(=O)([O-])[O-].[Cs+].[Cs+]. The catalyst is CCOC(C)=O.O. The product is [Br:11][C:8]1[CH:9]=[CH:10][C:2]([O:29][C:21]2[CH:22]=[CH:23][C:24]([O:27][CH3:28])=[C:25]([F:26])[C:20]=2[F:19])=[C:3]([CH:7]=1)[C:4]([OH:6])=[O:5]. The yield is 0.643. (2) The reactants are [CH:1]1([N:4](C2CC2)[CH:5]2[CH2:8][N:7]([C:9]([C:11]3[CH:12]=[C:13]([CH:26]=[CH:27][C:28]=3[F:29])[CH2:14][C:15]3[C:24]4[C:19](=[CH:20][CH:21]=[CH:22][CH:23]=4)[C:18](=[O:25])[NH:17][N:16]=3)=[O:10])[CH2:6]2)[CH2:3][CH2:2]1.[ClH:33]. No catalyst specified. The product is [ClH:33].[CH:1]1([NH:4][CH:5]2[CH2:8][N:7]([C:9]([C:11]3[CH:12]=[C:13]([CH:26]=[CH:27][C:28]=3[F:29])[CH2:14][C:15]3[C:24]4[C:19](=[CH:20][CH:21]=[CH:22][CH:23]=4)[C:18](=[O:25])[NH:17][N:16]=3)=[O:10])[CH2:6]2)[CH2:2][CH2:3]1. The yield is 0.910. (3) The reactants are [CH:1]1[CH:6]=[CH:5][C:4]([CH2:7][O:8][C:9](Cl)=[O:10])=[CH:3][CH:2]=1.[CH3:12][NH:13][CH:14]1[CH2:19][CH2:18][N:17]([C:20]([O:22][C:23]([CH3:26])([CH3:25])[CH3:24])=[O:21])[CH2:16][CH2:15]1.C([O-])([O-])=O.[K+].[K+]. The catalyst is C(Cl)Cl. The product is [CH2:7]([O:8][C:9]([N:13]([CH3:12])[CH:14]1[CH2:15][CH2:16][N:17]([C:20]([O:22][C:23]([CH3:25])([CH3:24])[CH3:26])=[O:21])[CH2:18][CH2:19]1)=[O:10])[C:4]1[CH:5]=[CH:6][CH:1]=[CH:2][CH:3]=1. The yield is 0.490. (4) The reactants are [Cl:1][C:2]1[C:3]([C:8]([OH:10])=[O:9])=[N:4][S:5][C:6]=1[Cl:7].CO.[CH3:13][Si](C=[N+]=[N-])(C)C.C(O)(=O)C. The catalyst is O1CCCC1.O. The product is [Cl:1][C:2]1[C:3]([C:8]([O:10][CH3:13])=[O:9])=[N:4][S:5][C:6]=1[Cl:7]. The yield is 0.850. (5) The product is [CH3:1][N:2]([CH3:11])[S:3]([N:6]1[CH:10]=[CH:9][N:8]=[C:7]1[CH:35]([C:30]1[N:31]([CH3:34])[N:32]=[C:33]2[C:29]=1[CH:28]=[CH:27][CH:26]=[C:25]2[C:19]1[CH:20]=[CH:21][C:22]([Cl:24])=[CH:23][C:18]=1[Cl:17])[OH:36])(=[O:4])=[O:5]. The yield is 0.820. The reactants are [CH3:1][N:2]([CH3:11])[S:3]([N:6]1[CH:10]=[CH:9][N:8]=[CH:7]1)(=[O:5])=[O:4].[Li]CCCC.[Cl:17][C:18]1[CH:23]=[C:22]([Cl:24])[CH:21]=[CH:20][C:19]=1[C:25]1[C:33]2[C:29](=[C:30]([CH:35]=[O:36])[N:31]([CH3:34])[N:32]=2)[CH:28]=[CH:27][CH:26]=1. The catalyst is C1COCC1. (6) The reactants are [C:1]([O:5][C:6]([N:8]1[CH2:13][CH:12]=[C:11]([C:14]2[CH:19]=[CH:18][C:17]([N+:20]([O-])=O)=[CH:16][N:15]=2)[CH2:10][CH2:9]1)=[O:7])([CH3:4])([CH3:3])[CH3:2]. The catalyst is CO.[Pd]. The product is [C:1]([O:5][C:6]([N:8]1[CH2:9][CH2:10][CH:11]([C:14]2[CH:19]=[CH:18][C:17]([NH2:20])=[CH:16][N:15]=2)[CH2:12][CH2:13]1)=[O:7])([CH3:4])([CH3:2])[CH3:3]. The yield is 1.07. (7) The reactants are [CH2:1]([O:8][C:9]1[C:14]([N+:15]([O-:17])=[O:16])=[C:13](Cl)[CH:12]=[CH:11][N:10]=1)[C:2]1[CH:7]=[CH:6][CH:5]=[CH:4][CH:3]=1.[CH3:19][O:20][C:21]1[CH:26]=[CH:25][C:24](B(O)O)=[CH:23][CH:22]=1.C(=O)([O-])[O-].[Na+].[Na+]. The catalyst is C1COCC1.O.CCOC(C)=O.C1C=CC(P(C2C=CC=CC=2)[C-]2C=CC=C2)=CC=1.C1C=CC(P(C2C=CC=CC=2)[C-]2C=CC=C2)=CC=1.Cl[Pd]Cl.[Fe+2]. The product is [CH2:1]([O:8][C:9]1[C:14]([N+:15]([O-:17])=[O:16])=[C:13]([C:24]2[CH:25]=[CH:26][C:21]([O:20][CH3:19])=[CH:22][CH:23]=2)[CH:12]=[CH:11][N:10]=1)[C:2]1[CH:7]=[CH:6][CH:5]=[CH:4][CH:3]=1. The yield is 0.550. (8) The reactants are [CH3:1][O:2][C:3](=[O:22])[C:4]1[CH:9]=[C:8]([N+:10]([O-])=O)[C:7]([NH2:13])=[C:6]([Cl:14])[C:5]=1[NH:15][C:16]1[CH:21]=[CH:20][CH:19]=[CH:18][CH:17]=1.CCO.CO.[NH4+].[Cl-].C1COCC1. The catalyst is C(Cl)Cl.C1COCC1.O.[Zn]. The product is [CH3:1][O:2][C:3](=[O:22])[C:4]1[CH:9]=[C:8]([NH2:10])[C:7]([NH2:13])=[C:6]([Cl:14])[C:5]=1[NH:15][C:16]1[CH:17]=[CH:18][CH:19]=[CH:20][CH:21]=1. The yield is 0.700.